Dataset: CYP2C19 inhibition data for predicting drug metabolism from PubChem BioAssay. Task: Regression/Classification. Given a drug SMILES string, predict its absorption, distribution, metabolism, or excretion properties. Task type varies by dataset: regression for continuous measurements (e.g., permeability, clearance, half-life) or binary classification for categorical outcomes (e.g., BBB penetration, CYP inhibition). Dataset: cyp2c19_veith. The drug is C[C@@H](C(=O)Nc1ccc2ccccc2c1)[C@H]1C[C@]1(C)[C@H](NC(=O)c1cccnc1)c1ccccc1. The result is 1 (inhibitor).